From a dataset of CYP2C19 inhibition data for predicting drug metabolism from PubChem BioAssay. Regression/Classification. Given a drug SMILES string, predict its absorption, distribution, metabolism, or excretion properties. Task type varies by dataset: regression for continuous measurements (e.g., permeability, clearance, half-life) or binary classification for categorical outcomes (e.g., BBB penetration, CYP inhibition). Dataset: cyp2c19_veith. (1) The drug is C/C(=N/Nc1nc(C)cc(=O)[nH]1)C(=O)O. The result is 0 (non-inhibitor). (2) The result is 0 (non-inhibitor). The molecule is c1ccc2nc(C3=NCCN3)cnc2c1.